Dataset: NCI-60 drug combinations with 297,098 pairs across 59 cell lines. Task: Regression. Given two drug SMILES strings and cell line genomic features, predict the synergy score measuring deviation from expected non-interaction effect. (1) Drug 1: CC1CCC2CC(C(=CC=CC=CC(CC(C(=O)C(C(C(=CC(C(=O)CC(OC(=O)C3CCCCN3C(=O)C(=O)C1(O2)O)C(C)CC4CCC(C(C4)OC)OCCO)C)C)O)OC)C)C)C)OC. Drug 2: CCN(CC)CCCC(C)NC1=C2C=C(C=CC2=NC3=C1C=CC(=C3)Cl)OC. Cell line: KM12. Synergy scores: CSS=29.4, Synergy_ZIP=-5.86, Synergy_Bliss=0.305, Synergy_Loewe=-5.22, Synergy_HSA=1.50. (2) Drug 1: CC1=C(C=C(C=C1)NC2=NC=CC(=N2)N(C)C3=CC4=NN(C(=C4C=C3)C)C)S(=O)(=O)N.Cl. Synergy scores: CSS=-2.56, Synergy_ZIP=3.13, Synergy_Bliss=1.89, Synergy_Loewe=-2.17, Synergy_HSA=-3.14. Cell line: EKVX. Drug 2: CN1C(=O)N2C=NC(=C2N=N1)C(=O)N. (3) Drug 1: CC12CCC(CC1=CCC3C2CCC4(C3CC=C4C5=CN=CC=C5)C)O. Drug 2: C1=CC(=CC=C1CCC2=CNC3=C2C(=O)NC(=N3)N)C(=O)NC(CCC(=O)O)C(=O)O. Cell line: MDA-MB-231. Synergy scores: CSS=15.9, Synergy_ZIP=-6.77, Synergy_Bliss=-1.61, Synergy_Loewe=-7.21, Synergy_HSA=-0.404. (4) Drug 1: CC(CN1CC(=O)NC(=O)C1)N2CC(=O)NC(=O)C2. Drug 2: CCN(CC)CCNC(=O)C1=C(NC(=C1C)C=C2C3=C(C=CC(=C3)F)NC2=O)C. Cell line: NCI/ADR-RES. Synergy scores: CSS=4.06, Synergy_ZIP=-0.130, Synergy_Bliss=2.03, Synergy_Loewe=0.176, Synergy_HSA=-0.00855. (5) Drug 1: CC(C1=C(C=CC(=C1Cl)F)Cl)OC2=C(N=CC(=C2)C3=CN(N=C3)C4CCNCC4)N. Drug 2: C1CC(=O)NC(=O)C1N2CC3=C(C2=O)C=CC=C3N. Cell line: DU-145. Synergy scores: CSS=5.50, Synergy_ZIP=-1.79, Synergy_Bliss=4.93, Synergy_Loewe=2.76, Synergy_HSA=3.67. (6) Drug 1: C1CN1P(=S)(N2CC2)N3CC3. Drug 2: C1=NC2=C(N=C(N=C2N1C3C(C(C(O3)CO)O)F)Cl)N. Cell line: BT-549. Synergy scores: CSS=7.21, Synergy_ZIP=-1.81, Synergy_Bliss=2.16, Synergy_Loewe=-4.38, Synergy_HSA=-0.901. (7) Drug 1: CC1OCC2C(O1)C(C(C(O2)OC3C4COC(=O)C4C(C5=CC6=C(C=C35)OCO6)C7=CC(=C(C(=C7)OC)O)OC)O)O. Drug 2: CC(C)CN1C=NC2=C1C3=CC=CC=C3N=C2N. Cell line: CCRF-CEM. Synergy scores: CSS=52.7, Synergy_ZIP=0.653, Synergy_Bliss=-0.0840, Synergy_Loewe=-12.5, Synergy_HSA=0.00778. (8) Drug 1: CCCCCOC(=O)NC1=NC(=O)N(C=C1F)C2C(C(C(O2)C)O)O. Drug 2: CCC1=C2CN3C(=CC4=C(C3=O)COC(=O)C4(CC)O)C2=NC5=C1C=C(C=C5)O. Cell line: RPMI-8226. Synergy scores: CSS=17.8, Synergy_ZIP=-0.384, Synergy_Bliss=5.00, Synergy_Loewe=-4.87, Synergy_HSA=5.03. (9) Drug 1: CC(CN1CC(=O)NC(=O)C1)N2CC(=O)NC(=O)C2. Drug 2: CC1CCC2CC(C(=CC=CC=CC(CC(C(=O)C(C(C(=CC(C(=O)CC(OC(=O)C3CCCCN3C(=O)C(=O)C1(O2)O)C(C)CC4CCC(C(C4)OC)OCCO)C)C)O)OC)C)C)C)OC. Cell line: SK-MEL-2. Synergy scores: CSS=-17.2, Synergy_ZIP=-7.04, Synergy_Bliss=-30.3, Synergy_Loewe=-33.7, Synergy_HSA=-33.0. (10) Drug 1: CCC1(CC2CC(C3=C(CCN(C2)C1)C4=CC=CC=C4N3)(C5=C(C=C6C(=C5)C78CCN9C7C(C=CC9)(C(C(C8N6C)(C(=O)OC)O)OC(=O)C)CC)OC)C(=O)OC)O.OS(=O)(=O)O. Drug 2: CC1=C2C(C(=O)C3(C(CC4C(C3C(C(C2(C)C)(CC1OC(=O)C(C(C5=CC=CC=C5)NC(=O)OC(C)(C)C)O)O)OC(=O)C6=CC=CC=C6)(CO4)OC(=O)C)O)C)O. Cell line: SK-MEL-28. Synergy scores: CSS=1.20, Synergy_ZIP=4.11, Synergy_Bliss=11.4, Synergy_Loewe=1.34, Synergy_HSA=1.00.